From a dataset of Forward reaction prediction with 1.9M reactions from USPTO patents (1976-2016). Predict the product of the given reaction. (1) Given the reactants [Cl:1][C:2]1[CH:7]=[CH:6][C:5]([C@@H:8]([OH:13])[C:9]([F:12])([F:11])[F:10])=[C:4]([N:14]2[CH:18]=[CH:17][C:16]([CH3:19])=[N:15]2)[CH:3]=1.C(=O)([O-])[O-].[Cs+].[Cs+].[NH2:26][C:27]1[N:32]=[C:31]([C:33]2[CH:38]=[CH:37][C:36]([CH2:39][C@H:40]([NH:44][C:45]([O:47][C:48]([CH3:51])([CH3:50])[CH3:49])=[O:46])[C:41]([OH:43])=[O:42])=[CH:35][CH:34]=2)[CH:30]=[C:29](Cl)[N:28]=1.C(OC(OC(C)(C)C)=O)(OC(C)(C)C)=O, predict the reaction product. The product is: [NH2:26][C:27]1[N:32]=[C:31]([C:33]2[CH:38]=[CH:37][C:36]([CH2:39][C@H:40]([NH:44][C:45]([O:47][C:48]([CH3:51])([CH3:50])[CH3:49])=[O:46])[C:41]([OH:43])=[O:42])=[CH:35][CH:34]=2)[CH:30]=[C:29]([O:13][C@H:8]([C:5]2[CH:6]=[CH:7][C:2]([Cl:1])=[CH:3][C:4]=2[N:14]2[CH:18]=[CH:17][C:16]([CH3:19])=[N:15]2)[C:9]([F:12])([F:11])[F:10])[N:28]=1. (2) The product is: [C:36]([C:34]1[CH:35]=[C:27]([NH:26][C:22]2[N:21]=[C:20]([O:19][C:12]3[C:13]4[C:18](=[CH:17][CH:16]=[CH:15][CH:14]=4)[C:9]([NH:8][C:6](=[O:7])[O:5][C:1]([CH3:3])([CH3:4])[CH3:2])=[CH:10][CH:11]=3)[CH:25]=[CH:24][N:23]=2)[CH:28]=[C:29]([C:30](=[O:32])[NH:53][C@H:48]([CH3:49])[CH2:47][N:52]2[CH2:51][CH2:50][O:75][CH2:68][CH2:70]2)[CH:33]=1)#[CH:37]. Given the reactants [C:1]([O:5][C:6]([NH:8][C:9]1[C:18]2[C:13](=[CH:14][CH:15]=[CH:16][CH:17]=2)[C:12]([O:19][C:20]2[CH:25]=[CH:24][N:23]=[C:22]([NH:26][C:27]3[CH:28]=[C:29]([CH:33]=[C:34]([C:36]#[CH:37])[CH:35]=3)[C:30]([OH:32])=O)[N:21]=2)=[CH:11][CH:10]=1)=[O:7])([CH3:4])([CH3:3])[CH3:2].CN(C(ON1N=[N:53][C:48]2[CH:49]=[CH:50][CH:51]=[N:52][C:47]1=2)=[N+](C)C)C.F[P-](F)(F)(F)(F)F.CCN([CH:68]([CH3:70])C)C(C)C.CN(C=[O:75])C, predict the reaction product. (3) The product is: [O:31]1[C:30]2[CH:34]=[CH:35][C:27]([C:24]3([C:22]([NH:21][C:18]4[CH:19]=[CH:20][C:15]([CH:6]([N:40]5[CH2:41][CH2:42][CH:37]([OH:36])[CH2:38][CH2:39]5)[C:7]5[CH:12]=[CH:11][CH:10]=[CH:9][C:8]=5[O:13][CH3:14])=[CH:16][N:17]=4)=[O:23])[CH2:25][CH2:26]3)=[CH:28][C:29]=2[O:33][CH2:32]1. Given the reactants CS(O[CH:6]([C:15]1[CH:16]=[N:17][C:18]([NH:21][C:22]([C:24]2([C:27]3[CH:35]=[CH:34][C:30]4[O:31][CH2:32][O:33][C:29]=4[CH:28]=3)[CH2:26][CH2:25]2)=[O:23])=[CH:19][CH:20]=1)[C:7]1[CH:12]=[CH:11][CH:10]=[CH:9][C:8]=1[O:13][CH3:14])(=O)=O.[OH:36][CH:37]1[CH2:42][CH2:41][NH:40][CH2:39][CH2:38]1.O1C2C=CC(C3(C(NC4C=CC(C(N(C)C)C5C=CC=CC=5OC)=CN=4)=O)CC3)=CC=2OC1, predict the reaction product. (4) Given the reactants [Br:1][C:2]1[C:10]2[N:9]=[C:8]([CH:11]([CH3:13])[CH3:12])[N:7]([CH2:14][C:15]3[CH:20]=[CH:19][CH:18]=[C:17]([C:21]([F:24])([F:23])[F:22])[C:16]=3[CH3:25])[C:6]=2[CH:5]=[C:4]([NH2:26])[CH:3]=1.[OH-].[Na+].Br[CH2:30][CH2:31][O:32][CH2:33][CH2:34]Br, predict the reaction product. The product is: [Br:1][C:2]1[C:10]2[N:9]=[C:8]([CH:11]([CH3:13])[CH3:12])[N:7]([CH2:14][C:15]3[CH:20]=[CH:19][CH:18]=[C:17]([C:21]([F:22])([F:24])[F:23])[C:16]=3[CH3:25])[C:6]=2[CH:5]=[C:4]([N:26]2[CH2:34][CH2:33][O:32][CH2:31][CH2:30]2)[CH:3]=1.